This data is from Reaction yield outcomes from USPTO patents with 853,638 reactions. The task is: Predict the reaction yield, written as a fraction of the theoretical maximum amount of product (1.0 means a 100% yield; for example, 0.34 means a 34% yield). The yield is 0.890. The product is [CH3:21][N:3]1[C:2](=[O:1])[N:6]([C:7]2[C:8]([CH3:20])=[C:9]([CH:14]=[C:15]([N+:17]([O-:19])=[O:18])[CH:16]=2)[C:10]([O:12][CH3:13])=[O:11])[N:5]=[N:4]1. The reactants are [O:1]=[C:2]1[N:6]([C:7]2[C:8]([CH3:20])=[C:9]([CH:14]=[C:15]([N+:17]([O-:19])=[O:18])[CH:16]=2)[C:10]([O:12][CH3:13])=[O:11])[N:5]=[N:4][NH:3]1.[C:21]([O-])([O-])=O.[K+].[K+].CI. The catalyst is CN(C=O)C.O.